From a dataset of Reaction yield outcomes from USPTO patents with 853,638 reactions. Predict the reaction yield, written as a fraction of the theoretical maximum amount of product (1.0 means a 100% yield; for example, 0.34 means a 34% yield). (1) The reactants are [NH:1]1[CH:5]=[N:4][C:3]([NH2:6])=[N:2]1.[CH2:7]([O:10][CH:11]1[CH2:16][CH2:15][C:14](=O)[CH2:13][CH2:12]1)[CH:8]=[CH2:9].C([BH3-])#N.[Na+].O. The catalyst is C(O)(=O)C. The product is [CH2:7]([O:10][CH:11]1[CH2:16][CH2:15][CH:14]([NH:6][C:3]2[NH:4][CH:5]=[N:1][N:2]=2)[CH2:13][CH2:12]1)[CH:8]=[CH2:9]. The yield is 0.500. (2) The reactants are [Cl-].[CH3:2][O:3]C[P+](C1C=CC=CC=1)(C1C=CC=CC=1)C1C=CC=CC=1.[H-].[Na+].[CH3:26][O:27][C:28]1[CH:37]=[CH:36][C:35]([O:38][CH3:39])=[C:34]2[C:29]=1[CH2:30][CH2:31][CH2:32][C:33]2=O.[Cl-].[NH4+]. The catalyst is C1COCC1.C(O)C. The product is [CH3:26][O:27][C:28]1[CH:37]=[CH:36][C:35]([O:38][CH3:39])=[C:34]2[C:29]=1[CH2:30][CH2:31][CH2:32][CH:33]2[CH:2]=[O:3]. The yield is 0.800. (3) The reactants are [C:1]([O:4][C:5]([CH3:8])([CH3:7])[CH3:6])(=[O:3])[CH3:2].Cl[C:10]1[CH:15]=[CH:14][CH:13]=[C:12]([CH3:16])[N:11]=1.[Li+].C[Si]([N-][Si](C)(C)C)(C)C.[Cl-].[NH4+]. The catalyst is C1(C)C=CC=CC=1.O. The product is [CH3:16][C:12]1[N:11]=[C:10]([CH2:2][C:1]([O:4][C:5]([CH3:8])([CH3:7])[CH3:6])=[O:3])[CH:15]=[CH:14][CH:13]=1. The yield is 0.890.